Task: Predict the reaction yield, written as a fraction of the theoretical maximum amount of product (1.0 means a 100% yield; for example, 0.34 means a 34% yield).. Dataset: Reaction yield outcomes from USPTO patents with 853,638 reactions The yield is 0.510. The product is [Br-:13].[CH2:14]([N+:1]1[CH:2]=[CH:3][CH:4]=[C:5]([C@@H:7]2[CH2:12][CH2:11][CH2:10][N:8]2[CH3:9])[CH:6]=1)[CH2:15][C:16]#[C:17][CH2:18][CH2:19][CH2:20][CH2:21][CH2:22][CH3:23]. The catalyst is CC(O)=O. The reactants are [N:1]1[CH:6]=[C:5]([C@@H:7]2[CH2:12][CH2:11][CH2:10][N:8]2[CH3:9])[CH:4]=[CH:3][CH:2]=1.[Br:13][CH2:14][CH2:15][C:16]#[C:17][CH2:18][CH2:19][CH2:20][CH2:21][CH2:22][CH3:23].